The task is: Predict the product of the given reaction.. This data is from Forward reaction prediction with 1.9M reactions from USPTO patents (1976-2016). (1) Given the reactants [Cl:1][C:2]1[N:7]=[C:6]([C:8]([OH:10])=O)[CH:5]=[N:4][CH:3]=1.C(Cl)(=O)C(Cl)=O.CN(C=O)C.Cl.[CH3:23][NH:24][O:25][CH3:26], predict the reaction product. The product is: [Cl:1][C:2]1[N:7]=[C:6]([C:8]([N:24]([O:25][CH3:26])[CH3:23])=[O:10])[CH:5]=[N:4][CH:3]=1. (2) Given the reactants P(Br)(Br)[Br:2].[Cl:5][C:6]1[CH:7]=[C:8]2[C:13](=[CH:14][CH:15]=1)[C:12](=[O:16])[N:11]([C:17]1[CH:18]=[N:19][CH:20]=[C:21]([CH:23](O)[CH3:24])[CH:22]=1)[CH2:10][CH2:9]2, predict the reaction product. The product is: [Br:2][CH:23]([C:21]1[CH:22]=[C:17]([N:11]2[CH2:10][CH2:9][C:8]3[C:13](=[CH:14][CH:15]=[C:6]([Cl:5])[CH:7]=3)[C:12]2=[O:16])[CH:18]=[N:19][CH:20]=1)[CH3:24]. (3) The product is: [N+:22]([C:18]1[CH:17]=[C:16]([C:14]2[C:3]3[CH:4]=[C:5]([C:8]4[CH:13]=[CH:12][N:11]=[CH:10][CH:9]=4)[CH:6]=[CH:7][C:2]=3[NH:28][CH2:25][CH2:26][N:27]=2)[CH:21]=[CH:20][CH:19]=1)([O-:24])=[O:23]. Given the reactants F[C:2]1[CH:7]=[CH:6][C:5]([C:8]2[CH:13]=[CH:12][N:11]=[CH:10][CH:9]=2)=[CH:4][C:3]=1[C:14]([C:16]1[CH:21]=[CH:20][CH:19]=[C:18]([N+:22]([O-:24])=[O:23])[CH:17]=1)=O.[CH2:25]([NH2:28])[CH2:26][NH2:27], predict the reaction product. (4) Given the reactants Br[C:2]1[CH:7]=[CH:6][C:5]([C:8]2[N:9]=[C:10]([NH:13][C:14](=[O:16])[CH3:15])[S:11][CH:12]=2)=[CH:4][CH:3]=1.[CH3:17][C:18]1([CH3:34])[C:22]([CH3:24])([CH3:23])[O:21][B:20]([B:20]2[O:21][C:22]([CH3:24])([CH3:23])[C:18]([CH3:34])([CH3:17])[O:19]2)[O:19]1.C([O-])(=O)C.[K+].ClCCl, predict the reaction product. The product is: [CH3:17][C:18]1([CH3:34])[C:22]([CH3:24])([CH3:23])[O:21][B:20]([C:2]2[CH:7]=[CH:6][C:5]([C:8]3[N:9]=[C:10]([NH:13][C:14](=[O:16])[CH3:15])[S:11][CH:12]=3)=[CH:4][CH:3]=2)[O:19]1. (5) Given the reactants Cl.Cl.[CH3:3][N:4]([CH3:12])[C:5]1[CH:10]=[CH:9][C:8]([NH2:11])=[CH:7][CH:6]=1.C(N(CC)CC)C.[Br:20][C:21]1[C:22]([F:32])=[CH:23][C:24]([F:31])=[C:25]([S:27](Cl)(=[O:29])=[O:28])[CH:26]=1, predict the reaction product. The product is: [Br:20][C:21]1[C:22]([F:32])=[CH:23][C:24]([F:31])=[C:25]([S:27]([NH:11][C:8]2[CH:9]=[CH:10][C:5]([N:4]([CH3:12])[CH3:3])=[CH:6][CH:7]=2)(=[O:29])=[O:28])[CH:26]=1. (6) Given the reactants [CH:1]1([N:4]([CH2:6][C:7]2[CH:12]=[CH:11][C:10]([CH3:13])=[C:9]([C:14]#[CH:15])[CH:8]=2)[CH3:5])[CH2:3][CH2:2]1.[CH2:16]([O:18][C:19](=[O:48])/[C:20](/C)=[CH:21]/[C:22]1[CH:27]=[CH:26][C:25](C#CC2C=C(C3CC3)C3OC4(CC4)C(C)=C(C)C=3C=2)=[CH:24][CH:23]=1)[CH3:17].C(N(CC)CC)C.C(OCC)(=O)C, predict the reaction product. The product is: [CH2:16]([O:18][C:19](=[O:48])/[CH:20]=[CH:21]/[C:22]1[CH:27]=[CH:26][C:25]([C:15]#[C:14][C:9]2[CH:8]=[C:7]([CH2:6][N:4]([CH:1]3[CH2:3][CH2:2]3)[CH3:5])[CH:12]=[CH:11][C:10]=2[CH3:13])=[CH:24][CH:23]=1)[CH3:17]. (7) Given the reactants Br[C:2]1[CH:7]=[CH:6][CH:5]=[C:4]([Br:8])[N:3]=1.[Br-].[CH2:10]([Zn+])[C:11]1[CH:16]=[CH:15][CH:14]=[CH:13][CH:12]=1, predict the reaction product. The product is: [CH2:10]([C:2]1[CH:7]=[CH:6][CH:5]=[C:4]([Br:8])[N:3]=1)[C:11]1[CH:16]=[CH:15][CH:14]=[CH:13][CH:12]=1.